The task is: Regression/Classification. Given a drug SMILES string, predict its absorption, distribution, metabolism, or excretion properties. Task type varies by dataset: regression for continuous measurements (e.g., permeability, clearance, half-life) or binary classification for categorical outcomes (e.g., BBB penetration, CYP inhibition). Dataset: rlm.. This data is from Rat liver microsome stability data. (1) The result is 1 (stable in rat liver microsomes). The molecule is Fc1ccc(Oc2nc(-c3ccncc3)nc3ccccc23)cc1F. (2) The drug is COc1cc(-c2nc(Nc3ccc(F)c(F)c3)c3ccccc3n2)ccn1. The result is 0 (unstable in rat liver microsomes). (3) The drug is C=C(c1cc(C)nc(C)c1)c1ccc2c(ccn2C)c1. The result is 0 (unstable in rat liver microsomes). (4) The compound is O=C(NCCCCN1CCN(c2ccc(Cl)cc2)CC1)c1ccc(-c2ccsc2)cc1. The result is 0 (unstable in rat liver microsomes). (5) The compound is CN1CCN(c2ccc(-c3cc(-c4cccc(C(=O)NCC#N)c4)no3)cc2)CC1. The result is 1 (stable in rat liver microsomes).